Dataset: Retrosynthesis with 50K atom-mapped reactions and 10 reaction types from USPTO. Task: Predict the reactants needed to synthesize the given product. The reactants are: Cn1nnc(N)n1.O=C(Cl)C1c2ccccc2Oc2ccccc21. Given the product Cn1nnc(NC(=O)C2c3ccccc3Oc3ccccc32)n1, predict the reactants needed to synthesize it.